Task: Predict the reaction yield, written as a fraction of the theoretical maximum amount of product (1.0 means a 100% yield; for example, 0.34 means a 34% yield).. Dataset: Reaction yield outcomes from USPTO patents with 853,638 reactions The reactants are Cl[C:2]1[N:7]=[C:6]([NH:8][CH2:9][CH2:10][N:11]([CH3:13])[CH3:12])[N:5]=[C:4]2[N:14]([C:19]3[C:24]([F:25])=[CH:23][CH:22]=[CH:21][C:20]=3[F:26])[C:15](=[O:18])[NH:16][CH2:17][C:3]=12.O.C(=O)([O-])[O-].[K+].[K+].CC1(C)C(C)(C)OB([C:42]2[CH:50]=[CH:49][C:45]([C:46]([OH:48])=[O:47])=[CH:44][CH:43]=2)O1. The catalyst is O1CCOCC1.C1C=CC([P]([Pd]([P](C2C=CC=CC=2)(C2C=CC=CC=2)C2C=CC=CC=2)([P](C2C=CC=CC=2)(C2C=CC=CC=2)C2C=CC=CC=2)[P](C2C=CC=CC=2)(C2C=CC=CC=2)C2C=CC=CC=2)(C2C=CC=CC=2)C2C=CC=CC=2)=CC=1. The product is [F:26][C:20]1[CH:21]=[CH:22][CH:23]=[C:24]([F:25])[C:19]=1[N:14]1[C:4]2[N:5]=[C:6]([NH:8][CH2:9][CH2:10][N:11]([CH3:13])[CH3:12])[N:7]=[C:2]([C:42]3[CH:50]=[CH:49][C:45]([C:46]([OH:48])=[O:47])=[CH:44][CH:43]=3)[C:3]=2[CH2:17][NH:16][C:15]1=[O:18]. The yield is 0.770.